This data is from Reaction yield outcomes from USPTO patents with 853,638 reactions. The task is: Predict the reaction yield, written as a fraction of the theoretical maximum amount of product (1.0 means a 100% yield; for example, 0.34 means a 34% yield). The reactants are [F:1][C:2]1[C:3]([N+:24]([O-])=O)=[C:4]([CH:21]=[CH:22][CH:23]=1)[CH2:5][CH2:6][NH:7][CH:8]1[CH2:13][CH2:12][N:11]([CH2:14][C:15]2[CH:20]=[CH:19][CH:18]=[CH:17][CH:16]=2)[CH2:10][CH2:9]1.[H][H]. The catalyst is CO.[Pt](=O)=O. The product is [NH2:24][C:3]1[C:2]([F:1])=[CH:23][CH:22]=[CH:21][C:4]=1[CH2:5][CH2:6][NH:7][CH:8]1[CH2:9][CH2:10][N:11]([CH2:14][C:15]2[CH:16]=[CH:17][CH:18]=[CH:19][CH:20]=2)[CH2:12][CH2:13]1. The yield is 0.970.